From a dataset of Reaction yield outcomes from USPTO patents with 853,638 reactions. Predict the reaction yield, written as a fraction of the theoretical maximum amount of product (1.0 means a 100% yield; for example, 0.34 means a 34% yield). (1) The reactants are Br[C:2]1[CH:3]=[CH:4][C:5]2[N:6]([CH:8]=[CH:9][N:10]=2)[CH:7]=1.[N:11]1[N:12]2[CH2:21][CH2:20][CH2:19][C:13]2=[C:14](B(O)O)[CH:15]=1.C(=O)([O-])[O-].[K+].[K+].C(O[CH2:32][CH3:33])(=O)C.CO. The catalyst is CS(C)=O.C1C=CC([P]([Pd]([P](C2C=CC=CC=2)(C2C=CC=CC=2)C2C=CC=CC=2)([P](C2C=CC=CC=2)(C2C=CC=CC=2)C2C=CC=CC=2)[P](C2C=CC=CC=2)(C2C=CC=CC=2)C2C=CC=CC=2)(C2C=CC=CC=2)C2C=CC=CC=2)=CC=1. The product is [N:6]1[CH:33]=[CH:32][CH:3]=[CH:4][C:5]=1[C:15]1[C:14]([C:2]2[CH:3]=[CH:4][C:5]3[N:6]([CH:8]=[CH:9][N:10]=3)[CH:7]=2)=[C:13]2[CH2:19][CH2:20][CH2:21][N:12]2[N:11]=1. The yield is 0.380. (2) The reactants are [NH2:1][C:2]1[O:6][N:5]=[C:4]([CH3:7])[C:3]=1[Br:8].[C:9]1([CH3:19])[C:10]([S:15](Cl)(=[O:17])=[O:16])=[CH:11][CH:12]=[CH:13][CH:14]=1. No catalyst specified. The product is [Br:8][C:3]1[C:4]([CH3:7])=[N:5][O:6][C:2]=1[NH:1][S:15]([C:10]1[C:9]([CH3:19])=[CH:14][CH:13]=[CH:12][CH:11]=1)(=[O:17])=[O:16]. The yield is 0.880. (3) The reactants are [F:1][C:2]1[CH:10]=[C:9]([NH:11][S:12]([C:15]2[CH:20]=[CH:19][C:18]([C:21]3[CH:22]=[N:23][C:24]([CH2:27][O:28][CH3:29])=[N:25][CH:26]=3)=[CH:17][CH:16]=2)(=[O:14])=[O:13])[C:8]([F:30])=[CH:7][C:3]=1[C:4]([O-:6])=[O:5].[OH-].[Li+].Cl. The catalyst is CO. The product is [F:1][C:2]1[CH:10]=[C:9]([NH:11][S:12]([C:15]2[CH:20]=[CH:19][C:18]([C:21]3[CH:26]=[N:25][C:24]([CH2:27][O:28][CH3:29])=[N:23][CH:22]=3)=[CH:17][CH:16]=2)(=[O:14])=[O:13])[C:8]([F:30])=[CH:7][C:3]=1[C:4]([OH:6])=[O:5]. The yield is 0.910. (4) The reactants are C(=O)([O-])[O-].[Cs+].[Cs+].Cl[CH2:8][C:9]1[C:18]2[C:13](=[CH:14][CH:15]=[CH:16][CH:17]=2)[N:12]=[C:11]([CH3:19])[CH:10]=1.[I-].[K+].[OH:22][C:23]1[CH:28]=[CH:27][C:26]([S:29]([NH:32][CH2:33][C@H:34]([N:39]2[CH2:44][CH2:43][N:42]([S:45]([CH3:48])(=[O:47])=[O:46])[CH2:41][CH2:40]2)[C:35]([O:37][CH3:38])=[O:36])(=[O:31])=[O:30])=[CH:25][CH:24]=1. The catalyst is CC(C)=O. The product is [CH3:48][S:45]([N:42]1[CH2:41][CH2:40][N:39]([C@@H:34]([CH2:33][NH:32][S:29]([C:26]2[CH:25]=[CH:24][C:23]([O:22][CH2:8][C:9]3[C:18]4[C:13](=[CH:14][CH:15]=[CH:16][CH:17]=4)[N:12]=[C:11]([CH3:19])[CH:10]=3)=[CH:28][CH:27]=2)(=[O:31])=[O:30])[C:35]([O:37][CH3:38])=[O:36])[CH2:44][CH2:43]1)(=[O:46])=[O:47]. The yield is 0.320. (5) The reactants are [CH3:1][NH:2][CH:3]1[C:8]2=[N:9][CH:10]=[CH:11][CH:12]=[C:7]2[O:6][CH2:5][CH2:4]1.Cl[CH2:14][C:15]1[N:16]=[C:17]2[CH:22]=[CH:21][CH:20]=[C:19]([F:23])[N:18]2[CH:24]=1.[I-].[K+].C(N(C(C)C)CC)(C)C. The catalyst is C(#N)C.C(OCC)(=O)C. The product is [F:23][C:19]1[N:18]2[CH:24]=[C:15]([CH2:14][N:2]([CH3:1])[CH:3]3[C:8]4=[N:9][CH:10]=[CH:11][CH:12]=[C:7]4[O:6][CH2:5][CH2:4]3)[N:16]=[C:17]2[CH:22]=[CH:21][CH:20]=1. The yield is 0.610. (6) The reactants are [OH:1][CH:2]1[CH2:6][CH2:5][N:4]([C:7]([C:9]2[CH:14]=[C:13]([S:15]([CH3:18])(=[O:17])=[O:16])[CH:12]=[CH:11][C:10]=2[O:19][CH:20]([CH3:22])[CH3:21])=[O:8])[CH2:3]1.[CH3:23][CH2:24][C:25]([C:27]1[CH:32]=[C:31]([F:33])[C:30](O)=[C:29]([F:35])[CH:28]=1)=[O:26]. No catalyst specified. The product is [F:33][C:31]1[CH:32]=[C:27]([C:25](=[O:26])[CH2:24][CH3:23])[CH:28]=[C:29]([F:35])[C:30]=1[O:1][CH:2]1[CH2:6][CH2:5][N:4]([C:7](=[O:8])[C:9]2[CH:14]=[C:13]([S:15]([CH3:18])(=[O:17])=[O:16])[CH:12]=[CH:11][C:10]=2[O:19][CH:20]([CH3:22])[CH3:21])[CH2:3]1. The yield is 0.210.